Dataset: Full USPTO retrosynthesis dataset with 1.9M reactions from patents (1976-2016). Task: Predict the reactants needed to synthesize the given product. (1) Given the product [NH2:18][C:7]1[C:6]([S:5][CH2:4][CH2:3][C:1]#[N:2])=[CH:11][C:10]([N:12]([C:28](=[O:29])/[CH:27]=[CH:26]/[C:25]2[CH:31]=[CH:32][C:22]([N+:19]([O-:21])=[O:20])=[CH:23][CH:24]=2)[CH:38]=[O:39])=[C:9]([S:13][CH2:14][CH2:15][C:16]#[N:17])[CH:8]=1, predict the reactants needed to synthesize it. The reactants are: [C:1]([CH2:3][CH2:4][S:5][C:6]1[CH:11]=[C:10]([NH2:12])[C:9]([S:13][CH2:14][CH2:15][C:16]#[N:17])=[CH:8][C:7]=1[NH2:18])#[N:2].[N+:19]([C:22]1[CH:32]=[CH:31][C:25](/[CH:26]=[CH:27]/[C:28](Cl)=[O:29])=[CH:24][CH:23]=1)([O-:21])=[O:20].CN1[C:38](=[O:39])CCC1. (2) Given the product [CH:1]12[CH2:10][CH:5]3[CH2:6][CH:7]([CH2:9][CH:3]([CH2:4]3)[CH:2]1[NH:11][C:12]([N:14]1[CH2:19][CH2:18][C:17]3([C:28]4[C:23](=[CH:24][CH:25]=[CH:26][CH:27]=4)[CH2:22][N:21]([C:34](=[O:35])[CH2:33][CH2:32][CH2:31][N:30]([CH3:37])[CH3:29])[CH2:20]3)[CH2:16][CH2:15]1)=[O:13])[CH2:8]2, predict the reactants needed to synthesize it. The reactants are: [CH:1]12[CH2:10][CH:5]3[CH2:6][CH:7]([CH2:9][CH:3]([CH2:4]3)[CH:2]1[NH:11][C:12]([N:14]1[CH2:19][CH2:18][C:17]3([C:28]4[C:23](=[CH:24][CH:25]=[CH:26][CH:27]=4)[CH2:22][NH:21][CH2:20]3)[CH2:16][CH2:15]1)=[O:13])[CH2:8]2.[CH3:29][N:30]([CH3:37])[CH2:31][CH2:32][CH2:33][C:34](O)=[O:35]. (3) Given the product [O:22]1[CH2:21][CH2:20][CH:19]([C:18]2[C:13]([O:12][CH:10]3[CH2:11][CH:8]([NH2:7])[CH2:9]3)=[N:14][CH:15]=[N:16][CH:17]=2)[CH2:24][CH2:23]1, predict the reactants needed to synthesize it. The reactants are: C(OC(=O)[NH:7][CH:8]1[CH2:11][CH:10]([O:12][C:13]2[C:18]([CH:19]3[CH2:24][CH2:23][O:22][CH2:21][CH2:20]3)=[CH:17][N:16]=[CH:15][N:14]=2)[CH2:9]1)(C)(C)C. (4) Given the product [CH:1]1([C:7]2[C:15]3[C:10](=[CH:11][C:12]([C:32]([O:33][C:34]([CH3:35])([CH3:36])[CH3:37])=[O:44])=[CH:13][CH:14]=3)[NH:9][C:8]=2[C:20]2[CH:25]=[CH:24][CH:23]=[CH:22][CH:21]=2)[CH2:2][CH2:3][CH2:4][CH2:5][CH2:6]1, predict the reactants needed to synthesize it. The reactants are: [CH:1]1([C:7]2[C:15]3[C:10](=[CH:11][C:12](C(OC)=O)=[CH:13][CH:14]=3)[NH:9][C:8]=2[C:20]2[CH:25]=[CH:24][CH:23]=[CH:22][CH:21]=2)[CH2:6][CH2:5][CH2:4][CH2:3][CH2:2]1.[OH-].[K+].C(N[C:32](=NC(C)C)[O:33][C:34]([CH3:37])([CH3:36])[CH3:35])(C)C.C(=N)([O-:44])N. (5) Given the product [C:1]([N:7]([CH2:8][CH2:9][CH2:10][O:11][C:12]1[CH:17]=[CH:16][C:15]([C:18]2[N:23]=[C:22]([C:24]#[N:25])[C:21]3[N:26]=[CH:27][N:28]([CH3:33])[C:20]=3[CH:19]=2)=[CH:14][C:13]=1[C:29]([F:32])([F:30])[F:31])[CH2:5][CH3:6])(=[O:3])[CH3:2], predict the reactants needed to synthesize it. The reactants are: [C:1](Cl)(=[O:3])[CH3:2].[CH2:5]([NH:7][CH2:8][CH2:9][CH2:10][O:11][C:12]1[CH:17]=[CH:16][C:15]([C:18]2[N:23]=[C:22]([C:24]#[N:25])[C:21]3[N:26]=[CH:27][NH:28][C:20]=3[CH:19]=2)=[CH:14][C:13]=1[C:29]([F:32])([F:31])[F:30])[CH3:6].[CH:33](N(C(C)C)CC)(C)C. (6) Given the product [NH2:23][C:11]1[N:10]=[C:9]([NH2:24])[C:8]([C:5]2[CH:6]=[CH:7][C:2]([OH:25])=[CH:3][CH:4]=2)=[C:13]([CH2:14][O:15][CH2:16][C:17]2[CH:22]=[CH:21][CH:20]=[CH:19][CH:18]=2)[N:12]=1, predict the reactants needed to synthesize it. The reactants are: N[C:2]1[CH:7]=[CH:6][C:5]([C:8]2[C:9]([NH2:24])=[N:10][C:11]([NH2:23])=[N:12][C:13]=2[CH2:14][O:15][CH2:16][C:17]2[CH:22]=[CH:21][CH:20]=[CH:19][CH:18]=2)=[CH:4][CH:3]=1.[OH:25]S(O)(=O)=O.NC1C=CC=CC=1.N([O-])=O.[Na+].C([O-])(O)=O.[Na+].